From a dataset of NCI-60 drug combinations with 297,098 pairs across 59 cell lines. Regression. Given two drug SMILES strings and cell line genomic features, predict the synergy score measuring deviation from expected non-interaction effect. (1) Drug 1: CC1=C2C(C(=O)C3(C(CC4C(C3C(C(C2(C)C)(CC1OC(=O)C(C(C5=CC=CC=C5)NC(=O)C6=CC=CC=C6)O)O)OC(=O)C7=CC=CC=C7)(CO4)OC(=O)C)O)C)OC(=O)C. Cell line: HCC-2998. Synergy scores: CSS=45.3, Synergy_ZIP=-12.8, Synergy_Bliss=-16.8, Synergy_Loewe=-14.5, Synergy_HSA=-7.69. Drug 2: CC1=C(C(=O)C2=C(C1=O)N3CC4C(C3(C2COC(=O)N)OC)N4)N. (2) Drug 1: CC1C(C(CC(O1)OC2CC(CC3=C2C(=C4C(=C3O)C(=O)C5=C(C4=O)C(=CC=C5)OC)O)(C(=O)CO)O)N)O.Cl. Drug 2: C1=CC(=C2C(=C1NCCNCCO)C(=O)C3=C(C=CC(=C3C2=O)O)O)NCCNCCO. Cell line: A498. Synergy scores: CSS=37.5, Synergy_ZIP=0.730, Synergy_Bliss=1.04, Synergy_Loewe=-7.44, Synergy_HSA=2.96. (3) Drug 1: CNC(=O)C1=CC=CC=C1SC2=CC3=C(C=C2)C(=NN3)C=CC4=CC=CC=N4. Drug 2: C1=CC=C(C=C1)NC(=O)CCCCCCC(=O)NO. Cell line: M14. Synergy scores: CSS=-6.83, Synergy_ZIP=0.864, Synergy_Bliss=-2.26, Synergy_Loewe=-10.0, Synergy_HSA=-6.84. (4) Drug 1: CN(C)N=NC1=C(NC=N1)C(=O)N. Cell line: 786-0. Drug 2: CCCCCOC(=O)NC1=NC(=O)N(C=C1F)C2C(C(C(O2)C)O)O. Synergy scores: CSS=-0.204, Synergy_ZIP=-1.03, Synergy_Bliss=-2.40, Synergy_Loewe=-3.81, Synergy_HSA=-2.99. (5) Drug 1: CC1CCC2CC(C(=CC=CC=CC(CC(C(=O)C(C(C(=CC(C(=O)CC(OC(=O)C3CCCCN3C(=O)C(=O)C1(O2)O)C(C)CC4CCC(C(C4)OC)OCCO)C)C)O)OC)C)C)C)OC. Drug 2: C1CNP(=O)(OC1)N(CCCl)CCCl. Cell line: SNB-75. Synergy scores: CSS=3.41, Synergy_ZIP=-0.475, Synergy_Bliss=1.92, Synergy_Loewe=-4.01, Synergy_HSA=0.906.